From a dataset of Experimentally validated miRNA-target interactions with 360,000+ pairs, plus equal number of negative samples. Binary Classification. Given a miRNA mature sequence and a target amino acid sequence, predict their likelihood of interaction. The miRNA is hsa-miR-624-5p with sequence UAGUACCAGUACCUUGUGUUCA. The protein sequence of the target gene is MQTSETGSDTGSTVTLQTSVASQAAVPTQVVQQVPVQQQVQQVQTVQQVQHVYPAQVQYVEGSDTVYTNGAIRTTTYPYTETQMYSQNTGGNYFDTQGSSAQVTTVVSSHSMVGTGGIQMGVTGGQLISSSGGTYLIGNSMENSGHSVTHTTRASPATIEMAIETLQKSDGLSTHRSSLLNSHLQWLLDNYETAEGVSLPRSTLYNHYLRHCQEHKLDPVNAASFGKLIRSIFMGLRTRRLGTRGNSKYHYYGIRVKPDSPLNRLQEDMQYMAMRQQPMQQKQRYKPMQKVDGVADGFTG.... Result: 0 (no interaction).